Task: Predict the product of the given reaction.. Dataset: Forward reaction prediction with 1.9M reactions from USPTO patents (1976-2016) (1) Given the reactants F[P-](F)(F)(F)(F)F.C[N+](C)=C(N(C)C)ON1[C:16]2[N:17]=[CH:18][CH:19]=[CH:20][C:15]=2N=N1.[ClH:25].[NH2:26][CH:27]([C:29]1[CH:30]=[C:31]([CH:42]=[CH:43][CH:44]=1)[O:32][C:33]1C=CC(Cl)=C[C:34]=1[C:35]#N)[CH3:28].[NH2:45][C:46]1[N:55]=[C:54]([N:56]2[CH2:61][CH2:60][N:59]([CH3:62])[CH2:58][CH2:57]2)[C:53]2[C:48](=[CH:49][C:50]([C:63]([OH:65])=O)=[CH:51][CH:52]=2)[N:47]=1.C(N(CC)C(C)C)(C)C, predict the reaction product. The product is: [NH2:45][C:46]1[N:55]=[C:54]([N:56]2[CH2:61][CH2:60][N:59]([CH3:62])[CH2:58][CH2:57]2)[C:53]2[C:48](=[CH:49][C:50]([C:63]([NH:26][CH:27]([C:29]3[CH:44]=[CH:43][CH:42]=[C:31]([O:32][C:33]4[CH:34]=[CH:35][C:19]([CH3:18])=[C:20]([Cl:25])[C:15]=4[C:16]#[N:17])[CH:30]=3)[CH3:28])=[O:65])=[CH:51][CH:52]=2)[N:47]=1. (2) Given the reactants [Cl:1][C:2]1[C:3]2[N:4]([CH:33]=[N:34][CH:35]=2)[C:5]([N:20]2[CH2:25][CH2:24][N:23](C(OC(C)(C)C)=O)[CH2:22][CH2:21]2)=[C:6]([CH:8]([NH:10][C:11]2[N:19]=[CH:18][N:17]=[C:16]3[C:12]=2[N:13]=[CH:14][NH:15]3)[CH3:9])[CH:7]=1.C(Cl)[Cl:37].O1CCOCC1, predict the reaction product. The product is: [ClH:1].[ClH:37].[Cl:1][C:2]1[C:3]2[N:4]([CH:33]=[N:34][CH:35]=2)[C:5]([N:20]2[CH2:25][CH2:24][NH:23][CH2:22][CH2:21]2)=[C:6]([CH:8]([NH:10][C:11]2[N:19]=[CH:18][N:17]=[C:16]3[C:12]=2[N:13]=[CH:14][NH:15]3)[CH3:9])[CH:7]=1. (3) The product is: [Cl:1][C:2]1[CH:15]=[CH:14][C:13]([F:16])=[CH:12][C:3]=1[O:4][C:5]1[CH:11]=[CH:10][C:8]([I:22])=[CH:7][CH:6]=1. Given the reactants [Cl:1][C:2]1[CH:15]=[CH:14][C:13]([F:16])=[CH:12][C:3]=1[O:4][C:5]1[CH:11]=[CH:10][C:8](N)=[CH:7][CH:6]=1.Cl.N([O-])=O.[Na+].[I-:22].[K+], predict the reaction product. (4) Given the reactants CO[C:3]([C:5]1[N:6]=[C:7]([C:23]#[N:24])[C:8]2[C:13]([C:14]=1[OH:15])=[CH:12][CH:11]=[C:10]([O:16][C:17]1[CH:22]=[CH:21][CH:20]=[CH:19][CH:18]=1)[CH:9]=2)=[O:4].[NH2:25][C@H:26]([CH2:31][CH2:32][C:33]1[CH:38]=[CH:37][CH:36]=[CH:35][CH:34]=1)[CH2:27][C:28]([OH:30])=[O:29].C[O-].[Na+].CO.Cl, predict the reaction product. The product is: [C:23]([C:7]1[C:8]2[C:13](=[CH:12][CH:11]=[C:10]([O:16][C:17]3[CH:22]=[CH:21][CH:20]=[CH:19][CH:18]=3)[CH:9]=2)[C:14]([OH:15])=[C:5]([C:3]([NH:25][C@H:26]([CH2:31][CH2:32][C:33]2[CH:38]=[CH:37][CH:36]=[CH:35][CH:34]=2)[CH2:27][C:28]([OH:30])=[O:29])=[O:4])[N:6]=1)#[N:24]. (5) Given the reactants [C:1]([O:4][C@H:5]([C:8]#[C:9][C:10]#[C:11][C@H:12]([NH2:22])[CH2:13][CH2:14][CH2:15][CH:16]1[CH2:21][CH2:20][CH2:19][CH2:18][CH2:17]1)[CH:6]=[CH2:7])(=[O:3])[CH3:2].[C:23](O[C:23](=[O:30])[C:24]1[CH:29]=[CH:28][CH:27]=[CH:26][CH:25]=1)(=[O:30])[C:24]1[CH:29]=[CH:28][CH:27]=[CH:26][CH:25]=1.C(N(CC)CC)C, predict the reaction product. The product is: [C:1]([O:4][C@H:5]([C:8]#[C:9][C:10]#[C:11][C@H:12]([NH:22][C:23](=[O:30])[C:24]1[CH:29]=[CH:28][CH:27]=[CH:26][CH:25]=1)[CH2:13][CH2:14][CH2:15][CH:16]1[CH2:17][CH2:18][CH2:19][CH2:20][CH2:21]1)[CH:6]=[CH2:7])(=[O:3])[CH3:2]. (6) Given the reactants [C:1]([O:5][C:6]([NH:8][CH:9]([C:13]1[CH:18]=[CH:17][CH:16]=[C:15]([Cl:19])[CH:14]=1)[C:10]([OH:12])=O)=[O:7])([CH3:4])([CH3:3])[CH3:2].CN1CCOCC1.Cl.[CH3:28][C:29]1([NH2:32])[CH2:31][CH2:30]1, predict the reaction product. The product is: [C:1]([O:5][C:6](=[O:7])[NH:8][CH:9]([C:13]1[CH:18]=[CH:17][CH:16]=[C:15]([Cl:19])[CH:14]=1)[C:10](=[O:12])[NH:32][C:29]1([CH3:28])[CH2:31][CH2:30]1)([CH3:2])([CH3:3])[CH3:4]. (7) Given the reactants C(O)(=O)C.S(=O)(=O)(O)O.[N+:10]([O-:13])(O)=[O:11].[CH2:14]([O:21][C:22]1[CH:37]=[CH:36][C:25]([C:26]([O:28][CH2:29][C:30]2[CH:35]=[CH:34][CH:33]=[CH:32][CH:31]=2)=[O:27])=[CH:24][C:23]=1[O:38][CH3:39])[C:15]1[CH:20]=[CH:19][CH:18]=[CH:17][CH:16]=1, predict the reaction product. The product is: [CH2:14]([O:21][C:22]1[C:23]([O:38][CH3:39])=[CH:24][C:25]([C:26]([O:28][CH2:29][C:30]2[CH:31]=[CH:32][CH:33]=[CH:34][CH:35]=2)=[O:27])=[C:36]([N+:10]([O-:13])=[O:11])[CH:37]=1)[C:15]1[CH:16]=[CH:17][CH:18]=[CH:19][CH:20]=1.